This data is from Full USPTO retrosynthesis dataset with 1.9M reactions from patents (1976-2016). The task is: Predict the reactants needed to synthesize the given product. Given the product [F:23][C:17]1[C:18]([F:22])=[CH:19][CH:20]=[CH:21][C:16]=1[C@H:13]1[CH2:12][N:11]([CH2:24][C:25]([F:28])([F:26])[F:27])[C:10](=[O:29])[C@H:9]([NH:8][C:31]([N:44]2[CH2:49][CH2:48][CH:47]([N:50]3[C:58]4[C:53](=[N:54][CH:55]=[N:56][CH:57]=4)[NH:52][C:51]3=[O:59])[CH2:46][CH2:45]2)=[O:32])[CH2:15][CH2:14]1, predict the reactants needed to synthesize it. The reactants are: C(N(CC)CC)C.[NH2:8][C@@H:9]1[CH2:15][CH2:14][C@@H:13]([C:16]2[CH:21]=[CH:20][CH:19]=[C:18]([F:22])[C:17]=2[F:23])[CH2:12][N:11]([CH2:24][C:25]([F:28])([F:27])[F:26])[C:10]1=[O:29].Cl[C:31](OC1C=CC([N+]([O-])=O)=CC=1)=[O:32].Cl.[NH:44]1[CH2:49][CH2:48][CH:47]([N:50]2[C:58]3[C:53](=[N:54][CH:55]=[N:56][CH:57]=3)[NH:52][C:51]2=[O:59])[CH2:46][CH2:45]1.